From a dataset of Full USPTO retrosynthesis dataset with 1.9M reactions from patents (1976-2016). Predict the reactants needed to synthesize the given product. (1) The reactants are: C([O:8][C:9]1[C:10]([CH2:18][CH2:19][CH2:20][CH2:21][CH2:22][CH2:23][CH2:24][CH2:25][CH2:26][CH2:27][O:28]COC)=[N:11][C:12]([O:16][CH3:17])=[N:13][C:14]=1[CH3:15])C1C=CC=CC=1.Cl. Given the product [OH:28][CH2:27][CH2:26][CH2:25][CH2:24][CH2:23][CH2:22][CH2:21][CH2:20][CH2:19][CH2:18][C:10]1[C:9]([OH:8])=[C:14]([CH3:15])[N:13]=[C:12]([O:16][CH3:17])[N:11]=1, predict the reactants needed to synthesize it. (2) Given the product [OH:21][C:22]1([C:2]2[CH:7]=[CH:6][C:5]([O:8][CH2:9][C:10]3[CH:15]=[CH:14][CH:13]=[CH:12][CH:11]=3)=[CH:4][CH:3]=2)[CH2:23][CH2:24][N:25]([C:28]([O:30][C:31]([CH3:34])([CH3:33])[CH3:32])=[O:29])[CH2:26][CH2:27]1, predict the reactants needed to synthesize it. The reactants are: I[C:2]1[CH:7]=[CH:6][C:5]([O:8][CH2:9][C:10]2[CH:15]=[CH:14][CH:13]=[CH:12][CH:11]=2)=[CH:4][CH:3]=1.C([Li])CCC.[O:21]=[C:22]1[CH2:27][CH2:26][N:25]([C:28]([O:30][C:31]([CH3:34])([CH3:33])[CH3:32])=[O:29])[CH2:24][CH2:23]1.[Cl-].[NH4+].